From a dataset of Full USPTO retrosynthesis dataset with 1.9M reactions from patents (1976-2016). Predict the reactants needed to synthesize the given product. (1) Given the product [CH:1]1([NH:4][CH2:5][C@@H:7]2[CH2:11][CH2:10][CH2:9][NH:8]2)[CH2:3][CH2:2]1, predict the reactants needed to synthesize it. The reactants are: [CH:1]1([NH:4][C:5]([C@@H:7]2[CH2:11][CH2:10][CH2:9][NH:8]2)=O)[CH2:3][CH2:2]1.Cl. (2) Given the product [CH3:1][C@H:2]1[N:3]([C:8]2[N:13]=[N:12][C:11]([C:14]3[CH:19]=[CH:18][CH:17]=[CH:16][CH:15]=3)=[C:10]3[CH:20]=[CH:21][CH:22]=[N:23][C:9]=23)[CH2:4][CH2:5][N:6]([C:31]([C:32]2[CH:37]=[CH:36][CH:35]=[CH:34][CH:33]=2)=[O:38])[CH2:7]1, predict the reactants needed to synthesize it. The reactants are: [CH3:1][C@@H:2]1[CH2:7][NH:6][CH2:5][CH2:4][N:3]1[C:8]1[C:9]2[N:23]=[CH:22][CH:21]=[CH:20][C:10]=2[C:11]([C:14]2[CH:19]=[CH:18][CH:17]=[CH:16][CH:15]=2)=[N:12][N:13]=1.C(N(CC)CC)C.[C:31](Cl)(=[O:38])[C:32]1[CH:37]=[CH:36][CH:35]=[CH:34][CH:33]=1. (3) Given the product [CH3:15][O:16][C:17]1[CH:22]=[CH:21][C:20]([Sn:5]([CH2:6][CH2:7][CH2:8][CH3:9])([CH2:10][CH2:11][CH2:12][CH3:13])[CH2:1][CH2:2][CH2:3][CH3:4])=[CH:19][CH:18]=1, predict the reactants needed to synthesize it. The reactants are: [CH2:1]([Sn:5](Cl)([CH2:10][CH2:11][CH2:12][CH3:13])[CH2:6][CH2:7][CH2:8][CH3:9])[CH2:2][CH2:3][CH3:4].[CH3:15][O:16][C:17]1[CH:22]=[CH:21][C:20]([Mg]Br)=[CH:19][CH:18]=1. (4) Given the product [Cl:20][C:21]([Cl:26])([Cl:25])[C:22]([O:12][C:11]1[CH:10]=[CH:9][C:6]([C:7]#[N:8])=[CH:5][C:4]=1[CH2:1][CH:2]=[CH2:3])=[O:23], predict the reactants needed to synthesize it. The reactants are: [CH2:1]([C:4]1[CH:5]=[C:6]([CH:9]=[CH:10][C:11]=1[OH:12])[C:7]#[N:8])[CH:2]=[CH2:3].C(N(CC)CC)C.[Cl:20][C:21]([Cl:26])([Cl:25])[C:22](Cl)=[O:23]. (5) Given the product [Si:1]([O:8][CH2:9][C:10]1[CH:11]=[C:12]([C@@H:17]([OH:61])[CH2:18][NH:19][CH2:20][CH2:21][CH2:22][CH2:23][CH2:24][CH2:25][N:26]([CH3:62])[C:27]([C:29]2[CH:30]=[C:31]([S:35]([C:38]3[CH:39]=[C:40]4[C:45](=[C:46]([CH3:48])[CH:47]=3)[N:44]=[CH:43][C:42]([C:49]([NH2:51])=[O:50])=[C:41]4[NH:52][C:53]3[CH:58]=[CH:57][CH:56]=[C:55]([O:59][CH3:60])[CH:54]=3)(=[O:37])=[O:36])[CH:32]=[CH:33][CH:34]=2)=[O:28])[CH:13]=[CH:14][C:15]=1[OH:16])([C:4]([CH3:7])([CH3:6])[CH3:5])([CH3:2])[CH3:3], predict the reactants needed to synthesize it. The reactants are: [Si:1]([O:8][CH2:9][C:10]1[CH:11]=[C:12]([C@@H:17]([OH:61])[CH2:18][NH:19][CH2:20][CH2:21][CH2:22][CH2:23][CH2:24][CH2:25][NH:26][C:27]([C:29]2[CH:30]=[C:31]([S:35]([C:38]3[CH:39]=[C:40]4[C:45](=[C:46]([CH3:48])[CH:47]=3)[N:44]=[CH:43][C:42]([C:49]([NH2:51])=[O:50])=[C:41]4[NH:52][C:53]3[CH:58]=[CH:57][CH:56]=[C:55]([O:59][CH3:60])[CH:54]=3)(=[O:37])=[O:36])[CH:32]=[CH:33][CH:34]=2)=[O:28])[CH:13]=[CH:14][C:15]=1[OH:16])([C:4]([CH3:7])([CH3:6])[CH3:5])([CH3:3])[CH3:2].[CH3:62]OC1C=C(NC2C3C(=C(C)C=C(S(C4C=CC=C(C(=O)N(C)CCCCCC=O)C=4)(=O)=O)C=3)N=CC=2C(N)=O)C=CC=1. (6) Given the product [C:13]1([C@H:10]2[CH2:11][CH2:12][N:8]([C:6]([O:5][C:1]([CH3:4])([CH3:2])[CH3:3])=[O:7])[C@H:9]2[C:19]([O:21][CH3:26])=[O:20])[CH:18]=[CH:17][CH:16]=[CH:15][CH:14]=1, predict the reactants needed to synthesize it. The reactants are: [C:1]([O:5][C:6]([N:8]1[CH2:12][CH2:11][C@H:10]([C:13]2[CH:18]=[CH:17][CH:16]=[CH:15][CH:14]=2)[C@@H:9]1[C:19]([OH:21])=[O:20])=[O:7])([CH3:4])([CH3:3])[CH3:2].ON1C2C=CC=C[C:26]=2N=N1.CCN=C=NCCCN(C)C.Cl.C(N(CC)CC)C.